This data is from Reaction yield outcomes from USPTO patents with 853,638 reactions. The task is: Predict the reaction yield, written as a fraction of the theoretical maximum amount of product (1.0 means a 100% yield; for example, 0.34 means a 34% yield). (1) The reactants are [Cl:1][C:2]1[C:6]2=[N:7][CH:8]=[C:9]([C:11]([O:13]C)=[O:12])[CH:10]=[C:5]2[NH:4][CH:3]=1.Cl. The catalyst is O1CCOCC1. The product is [Cl:1][C:2]1[C:6]2=[N:7][CH:8]=[C:9]([C:11]([OH:13])=[O:12])[CH:10]=[C:5]2[NH:4][CH:3]=1. The yield is 1.00. (2) The reactants are [C:1]([O:5][C:6](=[O:13])[NH:7][C@@H:8]1[CH2:12][CH2:11][NH:10][CH2:9]1)([CH3:4])([CH3:3])[CH3:2].C(O[BH-](OC(=O)C)OC(=O)C)(=O)C.[Na+].[O:28]1[CH2:33][CH2:32][C:31](=O)[CH2:30][CH2:29]1. The catalyst is ClCCl. The product is [C:1]([O:5][C:6](=[O:13])[NH:7][C@@H:8]1[CH2:12][CH2:11][N:10]([CH:31]2[CH2:32][CH2:33][O:28][CH2:29][CH2:30]2)[CH2:9]1)([CH3:4])([CH3:2])[CH3:3]. The yield is 0.600. (3) The reactants are Br[C:2]1[CH:7]=[CH:6][C:5]([Cl:8])=[CH:4][CH:3]=1.[NH2:9][CH:10]1[CH2:15][CH2:14][N:13]([C:16]([O:18][C:19]([CH3:22])([CH3:21])[CH3:20])=[O:17])[CH2:12][CH2:11]1.CC(C)([O-])C.[Na+].C(OCC)(=O)C. The catalyst is C1(C)C=CC=CC=1.C([O-])(=O)C.[Pd+2].C([O-])(=O)C.C1C=CC(P(C2C=CC3C(=CC=CC=3)C=2C2C3C(=CC=CC=3)C=CC=2P(C2C=CC=CC=2)C2C=CC=CC=2)C2C=CC=CC=2)=CC=1.O. The product is [Cl:8][C:5]1[CH:6]=[CH:7][C:2]([NH:9][CH:10]2[CH2:11][CH2:12][N:13]([C:16]([O:18][C:19]([CH3:22])([CH3:21])[CH3:20])=[O:17])[CH2:14][CH2:15]2)=[CH:3][CH:4]=1. The yield is 0.860. (4) The reactants are C([O:3][C:4](=[O:14])[CH:5]([C:8]1[CH:9]=[N:10][CH:11]=[CH:12][CH:13]=1)[CH2:6][CH3:7])C. The catalyst is Cl. The product is [N:10]1[CH:11]=[CH:12][CH:13]=[C:8]([CH:5]([CH2:6][CH3:7])[C:4]([OH:14])=[O:3])[CH:9]=1. The yield is 0.500. (5) The reactants are Cl[C:2]1[CH:11]=[N:10][C:9]2[C:4](=[CH:5][C:6]([O:12][CH3:13])=[CH:7][CH:8]=2)[N:3]=1.[CH3:14][O:15][C:16]1[CH:21]=[C:20]([O:22][CH3:23])[CH:19]=[CH:18][C:17]=1[CH2:24][NH2:25].CCOC(C)=O. The catalyst is CS(C)=O. The product is [CH3:14][O:15][C:16]1[CH:21]=[C:20]([O:22][CH3:23])[CH:19]=[CH:18][C:17]=1[CH2:24][NH:25][C:2]1[CH:11]=[N:10][C:9]2[C:4](=[CH:5][C:6]([O:12][CH3:13])=[CH:7][CH:8]=2)[N:3]=1. The yield is 0.930. (6) The reactants are [I:1][C:2]1[O:3][C:4]([C:10]2[CH:15]=[CH:14][C:13]([O:16][CH3:17])=[CH:12][CH:11]=2)=[C:5]([C:7](O)=[O:8])[N:6]=1.O.OC1C2N=N[NH:25]C=2C=CC=1.N.O1CCOCC1.Cl.CN(C)CCCN=C=NCC. The catalyst is C(Cl)Cl.CN(C=O)C.CCOC(C)=O. The product is [I:1][C:2]1[O:3][C:4]([C:10]2[CH:15]=[CH:14][C:13]([O:16][CH3:17])=[CH:12][CH:11]=2)=[C:5]([C:7]([NH2:25])=[O:8])[N:6]=1. The yield is 0.700.